Dataset: Full USPTO retrosynthesis dataset with 1.9M reactions from patents (1976-2016). Task: Predict the reactants needed to synthesize the given product. (1) Given the product [NH2:13][C:11](=[O:12])[C@H:10]([NH:9][C:6]1[CH:5]=[C:4]([NH:18][C:19]2[CH:20]=[C:21]3[C:26](=[CH:27][CH:28]=2)[N:25]=[CH:24][CH:23]=[CH:22]3)[C:3]([C:1]([NH2:2])=[O:35])=[N:8][CH:7]=1)[CH2:14][CH:15]([CH3:17])[CH3:16], predict the reactants needed to synthesize it. The reactants are: [C:1]([C:3]1[N:8]=[CH:7][C:6]([NH:9][C@H:10]([CH2:14][CH:15]([CH3:17])[CH3:16])[C:11]([NH2:13])=[O:12])=[CH:5][C:4]=1[NH:18][C:19]1[CH:20]=[C:21]2[C:26](=[CH:27][CH:28]=1)[N:25]=[CH:24][CH:23]=[CH:22]2)#[N:2].[OH-].[Na+].OO.CC(O)=[O:35]. (2) Given the product [C:19]([C:18]1[CH:12]([C:9]2[CH:10]=[CH:11][C:2]([Cl:1])=[C:3]3[C:8]=2[O:7][C:6]([CH3:14])=[CH:5][C:4]3=[O:15])[C:25]([C:26]([O:28][CH2:29][CH2:30][CH3:31])=[O:27])=[C:24]([CH3:32])[NH:23][C:17]=1[CH3:16])(=[O:21])[CH3:20], predict the reactants needed to synthesize it. The reactants are: [Cl:1][C:2]1[CH:11]=[CH:10][C:9]([CH:12]=O)=[C:8]2[C:3]=1[C:4](=[O:15])[CH:5]=[C:6]([CH3:14])[O:7]2.[CH3:16][C:17](=O)[CH2:18][C:19](=[O:21])[CH3:20].[NH2:23]/[C:24](/[CH3:32])=[CH:25]\[C:26]([O:28][CH2:29][CH2:30][CH3:31])=[O:27].C(O)(=O)C.